From a dataset of Forward reaction prediction with 1.9M reactions from USPTO patents (1976-2016). Predict the product of the given reaction. (1) Given the reactants [CH3:1][C:2]1[N:6]([C:7]2[CH:15]=[CH:14][C:10]([C:11]([OH:13])=O)=[CH:9][CH:8]=2)[N:5]=[N:4][N:3]=1.[C:16]([O:20][C:21]([N:23]1[CH2:28][CH2:27][CH:26]([NH:29][CH:30]2[CH2:32][CH2:31]2)[CH2:25][CH2:24]1)=[O:22])([CH3:19])([CH3:18])[CH3:17], predict the reaction product. The product is: [C:16]([O:20][C:21]([N:23]1[CH2:28][CH2:27][CH:26]([N:29]([CH:30]2[CH2:31][CH2:32]2)[C:11](=[O:13])[C:10]2[CH:9]=[CH:8][C:7]([N:6]3[C:2]([CH3:1])=[N:3][N:4]=[N:5]3)=[CH:15][CH:14]=2)[CH2:25][CH2:24]1)=[O:22])([CH3:19])([CH3:17])[CH3:18]. (2) Given the reactants C(O[C:4]([NH:6][C:7]1[CH:8]=[C:9]([C:14]([F:17])([F:16])[F:15])[CH:10]=[CH:11][C:12]=1I)=O)C.C[O:19][CH:20]1[CH:24]=[CH:23]C(OC)[O:21]1.C(N(C(C)C)CC)(C)C.CN(C=O)C, predict the reaction product. The product is: [F:17][C:14]([F:15])([F:16])[C:9]1[CH:8]=[C:7]2[C:12]([C:23]([CH2:24][C:20]([OH:21])=[O:19])=[CH:4][NH:6]2)=[CH:11][CH:10]=1. (3) Given the reactants [F:1][C:2]([F:15])([F:14])[CH2:3][N:4]1[C:8]2[C:9]([NH2:13])=[CH:10][CH:11]=[CH:12][C:7]=2[N:6]=[CH:5]1.[N:16]([C:19]1[CH:20]=[N:21][CH:22]=[CH:23][C:24]=1[O:25][CH3:26])=[C:17]=[S:18].C(N1C2C(NC(=S)NC3C=C(S(N)(=O)=O)C=CC=3OC(C)C)=CC=CC=2N=C1C)C, predict the reaction product. The product is: [CH3:26][O:25][C:24]1[CH:23]=[CH:22][N:21]=[CH:20][C:19]=1[NH:16][C:17]([NH:13][C:9]1[C:8]2[N:4]([CH2:3][C:2]([F:1])([F:14])[F:15])[CH:5]=[N:6][C:7]=2[CH:12]=[CH:11][CH:10]=1)=[S:18]. (4) Given the reactants [C:1](N1C=CN=C1)(N1C=CN=C1)=[O:2].[NH2:13][C:14]1[CH:22]=[CH:21][C:20]([CH2:23][N:24]([CH:26]=[O:27])[CH3:25])=[CH:19][C:15]=1[C:16]([OH:18])=[O:17].Cl, predict the reaction product. The product is: [CH:26]([N:24]([CH2:23][C:20]1[CH:19]=[C:15]2[C:16]([O:18][C:1](=[O:2])[NH:13][C:14]2=[CH:22][CH:21]=1)=[O:17])[CH3:25])=[O:27]. (5) Given the reactants [CH3:1][C:2]1([CH3:14])[C@@H:4]([C:5]2[CH:10]=[CH:9][CH:8]=[CH:7][CH:6]=2)[C@@H:3]1[C:11]([OH:13])=O.[NH2:15][C:16]1[CH:21]=[CH:20][N:19]=[CH:18][CH:17]=1, predict the reaction product. The product is: [CH3:14][C:2]1([CH3:1])[C@@H:4]([C:5]2[CH:6]=[CH:7][CH:8]=[CH:9][CH:10]=2)[C@@H:3]1[C:11]([NH:15][C:16]1[CH:21]=[CH:20][N:19]=[CH:18][CH:17]=1)=[O:13]. (6) Given the reactants [Li][CH2:2][CH2:3][CH2:4][CH3:5].[C:6]1(C)C=[CH:10][CH:9]=[CH:8][CH:7]=1.C#CCCCCCC.CN(P(N(C)C)(N(C)C)=[O:25])C, predict the reaction product. The product is: [CH2:2]([OH:25])[C:3]#[C:4][CH2:5][CH2:6][CH2:7][CH2:8][CH2:9][CH3:10]. (7) Given the reactants [F:1][C:2]1[CH:28]=[CH:27][C:5]([CH2:6][NH:7][C:8]([C:10]2[CH:15]=[C:14]([C:16](=O)[CH:17]=[CH:18][C:19]3[CH:20]=[N:21][CH:22]=[CH:23][CH:24]=3)[N:13]=[C:12]([CH3:26])[N:11]=2)=[O:9])=[CH:4][C:3]=1[O:29][CH3:30].O.[NH2:32][NH2:33], predict the reaction product. The product is: [F:1][C:2]1[CH:28]=[CH:27][C:5]([CH2:6][NH:7][C:8]([C:10]2[CH:15]=[C:14]([C:16]3[CH2:17][CH:18]([C:19]4[CH:20]=[N:21][CH:22]=[CH:23][CH:24]=4)[NH:33][N:32]=3)[N:13]=[C:12]([CH3:26])[N:11]=2)=[O:9])=[CH:4][C:3]=1[O:29][CH3:30]. (8) Given the reactants [Cl:1][C:2]1[CH:7]=[CH:6][C:5]([C:8]([F:11])([F:10])[F:9])=[CH:4][C:3]=1[N:12]1[CH:16]=[C:15](B2OC(C)(C)C(C)(C)O2)[CH:14]=[C:13]1[C:26]#[N:27].Cl[C:29]1[N:37]=[CH:36][N:35]=[C:34]2[C:30]=1[N:31]=[CH:32][N:33]2[CH2:38][C:39]1[CH:44]=[CH:43][C:42]([O:45][CH3:46])=[CH:41][CH:40]=1.C([O-])([O-])=O.[Na+].[Na+], predict the reaction product. The product is: [Cl:1][C:2]1[CH:7]=[CH:6][C:5]([C:8]([F:11])([F:10])[F:9])=[CH:4][C:3]=1[N:12]1[CH:16]=[C:15]([C:29]2[N:37]=[CH:36][N:35]=[C:34]3[C:30]=2[N:31]=[CH:32][N:33]3[CH2:38][C:39]2[CH:44]=[CH:43][C:42]([O:45][CH3:46])=[CH:41][CH:40]=2)[CH:14]=[C:13]1[C:26]#[N:27]. (9) Given the reactants [I-].[CH3:2][P+](C1C=CC=CC=1)(C1C=CC=CC=1)C1C=CC=CC=1.[Si:22]([O:29][CH2:30][CH2:31][O:32][C:33]1[CH:40]=[CH:39][C:36]([CH:37]=O)=[CH:35][CH:34]=1)(C(C)(C)C)(C)C, predict the reaction product. The product is: [CH:37]([C:36]1[CH:35]=[CH:34][C:33]([O:32][CH2:31][CH2:30][O:29][SiH3:22])=[CH:40][CH:39]=1)=[CH2:2]. (10) The product is: [Br:1][C:2]1[CH:3]=[C:4]2[C:8](=[CH:9][C:10]=1[CH3:11])[NH:7][C:6]([C:12]([OH:14])=[O:13])=[C:5]2[CH3:17]. Given the reactants [Br:1][C:2]1[CH:3]=[C:4]2[C:8](=[CH:9][C:10]=1[CH3:11])[NH:7][C:6]([C:12]([O:14]CC)=[O:13])=[C:5]2[CH3:17].BrC1C(C)=C2C(=CC=1)NC(C([O-])=O)=C2C.[OH-].[K+], predict the reaction product.